Dataset: Catalyst prediction with 721,799 reactions and 888 catalyst types from USPTO. Task: Predict which catalyst facilitates the given reaction. (1) Reactant: [N:1]1[N:2]=[C:3]([C:10]2[CH:19]=[CH:18][C:17]3[C:12](=[C:13]([O:20][Si](C(C)(C)C)(C)C)[CH:14]=[CH:15][CH:16]=3)[N:11]=2)[N:4]2[CH:9]=[CH:8][CH:7]=[CH:6][C:5]=12.[F-].C([N+](CCCC)(CCCC)CCCC)CCC. Product: [N:1]1[N:2]=[C:3]([C:10]2[CH:19]=[CH:18][C:17]3[C:12](=[C:13]([OH:20])[CH:14]=[CH:15][CH:16]=3)[N:11]=2)[N:4]2[CH:9]=[CH:8][CH:7]=[CH:6][C:5]=12. The catalyst class is: 1. (2) Reactant: [C:1]([C:5]1[S:6][C:7]([C:19]2[CH:24]=[CH:23][N:22]=[C:21]([S:25][CH3:26])[N:20]=2)=[C:8]([C:10]2[C:11]([Cl:18])=[C:12]([CH:14]=[C:15]([F:17])[CH:16]=2)[NH2:13])[N:9]=1)([CH3:4])([CH3:3])[CH3:2].N1C=CC=CC=1.[CH3:33][S:34](Cl)(=[O:36])=[O:35]. Product: [C:1]([C:5]1[S:6][C:7]([C:19]2[CH:24]=[CH:23][N:22]=[C:21]([S:25][CH3:26])[N:20]=2)=[C:8]([C:10]2[C:11]([Cl:18])=[C:12]([NH:13][S:34]([CH3:33])(=[O:36])=[O:35])[CH:14]=[C:15]([F:17])[CH:16]=2)[N:9]=1)([CH3:4])([CH3:2])[CH3:3]. The catalyst class is: 6. (3) Reactant: [CH2:1]([O:3][C:4](=[O:25])[C:5]1[CH:10]=[CH:9][C:8]([N:11]2[C:19]3[C:14](=[CH:15][C:16]([C:20](O)=[O:21])=[CH:17][CH:18]=3)[C:13]([C:23]#[N:24])=[CH:12]2)=[CH:7][CH:6]=1)[CH3:2].B.O1CCCC1.C(=O)(O)[O-].[Na+]. Product: [CH2:1]([O:3][C:4](=[O:25])[C:5]1[CH:10]=[CH:9][C:8]([N:11]2[C:19]3[C:14](=[CH:15][C:16]([CH2:20][OH:21])=[CH:17][CH:18]=3)[C:13]([C:23]#[N:24])=[CH:12]2)=[CH:7][CH:6]=1)[CH3:2]. The catalyst class is: 7. (4) Reactant: [NH2:1][C:2]1[CH:7]=[CH:6][C:5]([OH:8])=[CH:4][C:3]=1[N+:9]([O-:11])=[O:10].Cl.Cl[CH2:14][CH2:15][N:16]([CH3:18])[CH3:17].C([O-])([O-])=O.[Cs+].[Cs+].[Na+].[I-]. The catalyst class is: 131. Product: [CH3:17][N:16]([CH3:18])[CH2:15][CH2:14][O:8][C:5]1[CH:6]=[CH:7][C:2]([NH2:1])=[C:3]([N+:9]([O-:11])=[O:10])[CH:4]=1. (5) Reactant: Br[C:2]1[N:10]2[C:5]([C:6]3([CH2:19][CH2:18][N:17]([C:20]([O:22][C:23]([CH3:26])([CH3:25])[CH3:24])=[O:21])[CH2:16][CH2:15]3)[O:7][C:8]3[CH:14]=[CH:13][CH:12]=[CH:11][C:9]=32)=[CH:4][CH:3]=1.C(P(C(C)(C)C)C(C)(C)C)(C)(C)C.[CH:40]([O:42]CCCC)=[CH2:41].C1(N(C)C2CCCCC2)CCCCC1.Cl. Product: [C:40]([C:2]1[N:10]2[C:5]([C:6]3([CH2:15][CH2:16][N:17]([C:20]([O:22][C:23]([CH3:25])([CH3:26])[CH3:24])=[O:21])[CH2:18][CH2:19]3)[O:7][C:8]3[CH:14]=[CH:13][CH:12]=[CH:11][C:9]=32)=[CH:4][CH:3]=1)(=[O:42])[CH3:41]. The catalyst class is: 488. (6) Reactant: [N:1]1[CH:6]=[CH:5][C:4]2[C:7](O[C:10](=[O:11])[C:3]=2[CH:2]=1)=[O:8].O.[NH2:13][NH2:14]. Product: [C:7]1([OH:8])[N:14]=[N:13][C:10]([OH:11])=[C:3]2[CH:2]=[N:1][CH:6]=[CH:5][C:4]=12. The catalyst class is: 15. (7) Reactant: CN(C(ON1N=N[C:11]2[CH:12]=[CH:13][CH:14]=N[C:10]1=2)=[N+](C)C)C.F[P-](F)(F)(F)(F)F.[CH2:25]([N:27]([CH2:38][CH3:39])[C@H:28]([C:32]1[CH:37]=[CH:36][CH:35]=[CH:34][CH:33]=1)[C:29](O)=[O:30])[CH3:26].[NH:40]1[CH2:44][CH2:43][CH2:42][C@H:41]1[C:45]1[NH:46][CH:47]=[C:48]([CH2:50][CH2:51][C:52]2[CH:57]=[CH:56][C:55]([CH2:58][CH2:59][C:60]3[NH:64][C:63]([C@@H:65]4[CH2:69][CH2:68][CH2:67][NH:66]4)=[N:62][CH:61]=3)=[CH:54][CH:53]=2)[N:49]=1.C(O)(C(F)(F)F)=[O:71].[CH3:77][CH2:78][N:79]([CH:83]([CH3:85])C)[CH:80]([CH3:82])[CH3:81]. Product: [CH2:83]([N:79]([CH2:78][CH3:77])[C@H:80]([C:81]1[CH:14]=[CH:13][CH:12]=[CH:11][CH:10]=1)[C:82]([N:66]1[CH2:67][CH2:68][CH2:69][C@H:65]1[C:63]1[NH:64][C:60]([CH2:59][CH2:58][C:55]2[CH:54]=[CH:53][C:52]([CH2:51][CH2:50][C:48]3[N:49]=[C:45]([C@@H:41]4[CH2:42][CH2:43][CH2:44][N:40]4[C:29](=[O:30])[C@@H:28]([C:32]4[CH:37]=[CH:36][CH:35]=[CH:34][CH:33]=4)[N:27]([CH2:38][CH3:39])[CH2:25][CH3:26])[NH:46][CH:47]=3)=[CH:57][CH:56]=2)=[CH:61][N:62]=1)=[O:71])[CH3:85]. The catalyst class is: 121. (8) Reactant: [NH:1]1[C:5]2[CH:6]=[CH:7][CH:8]=[CH:9][C:4]=2[N:3]=[C:2]1[S:10]([CH2:13][CH2:14][CH2:15][CH2:16][NH:17][CH2:18][C:19]1[C:24]([CH3:25])=[CH:23][C:22]([CH3:26])=[CH:21][N:20]=1)(=[O:12])=[O:11].[C:27]1([CH:37]=O)[C:36]2[C:31](=[CH:32][CH:33]=[CH:34][CH:35]=2)[CH:30]=[CH:29][N:28]=1.[BH-](OC(C)=O)(OC(C)=O)OC(C)=O.[Na+]. Product: [NH:1]1[C:5]2[CH:6]=[CH:7][CH:8]=[CH:9][C:4]=2[N:3]=[C:2]1[S:10]([CH2:13][CH2:14][CH2:15][CH2:16][N:17]([CH2:18][C:19]1[C:24]([CH3:25])=[CH:23][C:22]([CH3:26])=[CH:21][N:20]=1)[CH2:37][C:27]1[C:36]2[C:31](=[CH:32][CH:33]=[CH:34][CH:35]=2)[CH:30]=[CH:29][N:28]=1)(=[O:12])=[O:11]. The catalyst class is: 2. (9) Reactant: [NH2:1][C:2]1[CH:7]=[CH:6][CH:5]=[C:4]([CH3:8])[CH:3]=1.[CH2:9](I)[CH:10]([CH3:12])[CH3:11].[C:14](=O)([O-])[O-].[K+].[K+].CN1[CH2:25][CH2:24][CH2:23]C1=O. Product: [CH2:9]([N:1]([CH2:14][CH:24]([CH3:23])[CH3:25])[C:2]1[CH:7]=[CH:6][CH:5]=[C:4]([CH3:8])[CH:3]=1)[CH:10]([CH3:12])[CH3:11]. The catalyst class is: 11.